From a dataset of Peptide-MHC class I binding affinity with 185,985 pairs from IEDB/IMGT. Regression. Given a peptide amino acid sequence and an MHC pseudo amino acid sequence, predict their binding affinity value. This is MHC class I binding data. The peptide sequence is KELYPLTSL. The MHC is HLA-A68:02 with pseudo-sequence HLA-A68:02. The binding affinity (normalized) is 0.